From a dataset of Reaction yield outcomes from USPTO patents with 853,638 reactions. Predict the reaction yield, written as a fraction of the theoretical maximum amount of product (1.0 means a 100% yield; for example, 0.34 means a 34% yield). The reactants are [N:1]([CH2:4][C:5]1[CH:10]=[CH:9][C:8]([F:11])=[CH:7][C:6]=1[S:12]([N:15]([CH3:17])[CH3:16])(=[O:14])=[O:13])=[N+]=[N-].C1(P(C2C=CC=CC=2)C2C=CC=CC=2)C=CC=CC=1. The catalyst is O1CCCC1.O. The product is [NH2:1][CH2:4][C:5]1[CH:10]=[CH:9][C:8]([F:11])=[CH:7][C:6]=1[S:12]([N:15]([CH3:17])[CH3:16])(=[O:13])=[O:14]. The yield is 0.350.